This data is from Full USPTO retrosynthesis dataset with 1.9M reactions from patents (1976-2016). The task is: Predict the reactants needed to synthesize the given product. (1) Given the product [Cl:1][C:2]1[CH:7]=[CH:6][C:5]([C:8]2[C:12]([C:13]3[CH:14]=[CH:8][C:5]4[C:4](=[CH:28][CH:29]=[C:30]([CH2:26][CH2:20][N:19]5[CH2:24][CH2:23][CH2:22][C@H:18]5[CH3:17])[CH:6]=4)[N:31]=3)=[C:11]([CH3:16])[O:10][N:9]=2)=[CH:4][CH:3]=1, predict the reactants needed to synthesize it. The reactants are: [Cl:1][C:2]1[CH:7]=[CH:6][C:5]([C:8]2[C:12]([C:13](=O)[CH3:14])=[C:11]([CH3:16])[O:10][N:9]=2)=[CH:4][CH:3]=1.[CH3:17][C:18]1[N:19]=[C:20]([C:26]2S[CH:28]=[CH:29][CH:30]=2)S[C:22]=1[C:23](=O)[CH3:24].[NH3:31]. (2) Given the product [C:30]([NH:29][C:25]1[CH:24]=[C:23]([NH:22][C:20]2[C:19]([C:34]([F:35])([F:37])[F:36])=[CH:18][N:17]=[C:16]([NH:15][C:12]3[CH:13]=[CH:14][C:9]([NH:8][CH:6]4[CH2:7][N:4]([C:1]([O:3][C:58]([CH3:73])([CH3:59])[CH3:57])=[O:82])[CH2:5]4)=[CH:10][C:11]=3[O:38][CH3:39])[N:21]=2)[CH:28]=[CH:27][CH:26]=1)(=[O:33])[CH:31]=[CH2:32], predict the reactants needed to synthesize it. The reactants are: [C:1]([N:4]1[CH2:7][CH:6]([NH:8][C:9]2[CH:14]=[CH:13][C:12]([NH:15][C:16]3[N:21]=[C:20]([NH:22][C:23]4[CH:24]=[C:25]([NH:29][C:30](=[O:33])[CH:31]=[CH2:32])[CH:26]=[CH:27][CH:28]=4)[C:19]([C:34]([F:37])([F:36])[F:35])=[CH:18][N:17]=3)=[C:11]([O:38][CH3:39])[CH:10]=2)[CH2:5]1)(=[O:3])C.FCCN1CC(NC2C=CC(NC3N=[C:59](NC4C=C(NC(=O)C=C)C=CC=4)[C:58]([C:73](F)(F)F)=[CH:57]N=3)=C(OC)C=2)C1.FC(F)(F)C(O)=[O:82]. (3) Given the product [Si:1]([O:8][CH2:9][C:10]1([CH3:38])[S:16][CH2:15][CH2:14][N:13]2[C:17]([C:20]3([C:23]4[CH:24]=[CH:25][C:26]([C:40]5[C:45]([F:46])=[CH:44][CH:43]=[CH:42][N:41]=5)=[CH:27][CH:28]=4)[CH2:21][CH2:22]3)=[N:18][N:19]=[C:12]2[CH2:11]1)([C:4]([CH3:7])([CH3:6])[CH3:5])([CH3:3])[CH3:2], predict the reactants needed to synthesize it. The reactants are: [Si:1]([O:8][CH2:9][C:10]1([CH3:38])[S:16][CH2:15][CH2:14][N:13]2[C:17]([C:20]3([C:23]4[CH:28]=[CH:27][C:26](B5OC(C)(C)C(C)(C)O5)=[CH:25][CH:24]=4)[CH2:22][CH2:21]3)=[N:18][N:19]=[C:12]2[CH2:11]1)([C:4]([CH3:7])([CH3:6])[CH3:5])([CH3:3])[CH3:2].Cl[C:40]1[C:45]([F:46])=[CH:44][CH:43]=[CH:42][N:41]=1.C(=O)([O-])[O-].[K+].[K+].C(=O)([O-])O.[Na+]. (4) Given the product [CH3:1][O:2][C:3]([C:4]1[C:5]2[N:17]=[C:33]([C:32]3[CH:35]=[CH:36][CH:37]=[CH:38][C:31]=3[C:30]([F:29])([F:39])[F:40])[NH:16][C:6]=2[CH:7]=[C:8]([N:10]2[CH2:11][CH2:12][O:13][CH2:14][CH2:15]2)[CH:9]=1)=[O:18], predict the reactants needed to synthesize it. The reactants are: [CH3:1][O:2][C:3](=[O:18])[C:4]1[CH:9]=[C:8]([N:10]2[CH2:15][CH2:14][O:13][CH2:12][CH2:11]2)[CH:7]=[C:6]([NH2:16])[C:5]=1[NH2:17].S(S([O-])=O)([O-])(=O)=O.[Na+].[Na+].O.[F:29][C:30]([F:40])([F:39])[C:31]1[CH:38]=[CH:37][CH:36]=[CH:35][C:32]=1[CH:33]=O. (5) Given the product [NH:23]1[C:24]2[CH:30]=[CH:29][CH:28]=[CH:27][C:25]=2[N:26]=[C:22]1[S:21][C:32]1[CH:39]=[CH:38][C:35]([CH:36]=[O:37])=[CH:34][CH:33]=1, predict the reactants needed to synthesize it. The reactants are: N1C2C(=CC=C3C=2N=CC=C3)C=CC=1.C([O-])([O-])=O.[K+].[K+].[SH:21][C:22]1[NH:23][C:24]2[CH:30]=[CH:29][CH:28]=[CH:27][C:25]=2[N:26]=1.I[C:32]1[CH:39]=[CH:38][C:35]([CH:36]=[O:37])=[CH:34][CH:33]=1. (6) Given the product [Br:14][C:9]1[CH:8]=[C:7]([C:11]([OH:13])=[O:12])[CH:6]=[N:5][CH:10]=1, predict the reactants needed to synthesize it. The reactants are: S(Cl)(Cl)=O.[N:5]1[CH:10]=[CH:9][CH:8]=[C:7]([C:11]([OH:13])=[O:12])[CH:6]=1.[Br:14]Br. (7) Given the product [OH:12][C:3]1[C:2]([NH:1][C:28](=[O:29])[C:27]2[CH:31]=[CH:32][CH:33]=[C:25]([C:22]3[CH:21]=[CH:20][N:19]=[CH:24][CH:23]=3)[CH:26]=2)=[CH:11][CH:10]=[CH:9][C:4]=1[C:5]([O:7][CH3:8])=[O:6], predict the reactants needed to synthesize it. The reactants are: [NH2:1][C:2]1[C:3]([OH:12])=[C:4]([CH:9]=[CH:10][CH:11]=1)[C:5]([O:7][CH3:8])=[O:6].N1C=CC=CC=1.[N:19]1[CH:24]=[CH:23][C:22]([C:25]2[CH:26]=[C:27]([CH:31]=[CH:32][CH:33]=2)[C:28](Cl)=[O:29])=[CH:21][CH:20]=1. (8) Given the product [CH:21]1([C:19]([N:16]2[CH2:17][CH2:18][C@@H:14]([CH2:13][C:12]3[N:8]([C:5]4[CH:6]=[CH:7][C:2]([C:31]5[CH:32]=[CH:33][C:28]([F:27])=[CH:29][CH:30]=5)=[CH:3][C:4]=4[O:25][CH3:26])[C:9](=[O:24])[NH:10][N:11]=3)[CH2:15]2)=[O:20])[CH2:23][CH2:22]1, predict the reactants needed to synthesize it. The reactants are: Br[C:2]1[CH:7]=[CH:6][C:5]([N:8]2[C:12]([CH2:13][C@@H:14]3[CH2:18][CH2:17][N:16]([C:19]([CH:21]4[CH2:23][CH2:22]4)=[O:20])[CH2:15]3)=[N:11][NH:10][C:9]2=[O:24])=[C:4]([O:25][CH3:26])[CH:3]=1.[F:27][C:28]1[CH:33]=[CH:32][C:31](B(O)O)=[CH:30][CH:29]=1. (9) Given the product [CH:1]1([CH:7]([NH:24][C:25]2[CH:34]=[CH:33][C:28]([C:29]([OH:31])=[O:30])=[CH:27][CH:26]=2)[C:8]2[O:9][C:10]3[CH:22]=[CH:21][C:20]([F:23])=[CH:19][C:11]=3[C:12]=2[CH2:13][O:14][CH2:15][CH2:16][O:17][CH3:18])[CH2:6][CH2:5][CH2:4][CH2:3][CH2:2]1, predict the reactants needed to synthesize it. The reactants are: [CH:1]1([CH:7]([NH:24][C:25]2[CH:34]=[CH:33][C:28]([C:29]([O:31]C)=[O:30])=[CH:27][CH:26]=2)[C:8]2[O:9][C:10]3[CH:22]=[CH:21][C:20]([F:23])=[CH:19][C:11]=3[C:12]=2[CH2:13][O:14][CH2:15][CH2:16][O:17][CH3:18])[CH2:6][CH2:5][CH2:4][CH2:3][CH2:2]1.O1CCCC1.[OH-].[Na+].